This data is from Full USPTO retrosynthesis dataset with 1.9M reactions from patents (1976-2016). The task is: Predict the reactants needed to synthesize the given product. Given the product [CH3:26][O:27][C:28]([C:30]1[CH:40]=[C:39]([O:41][C:16]2[CH:21]=[CH:20][C:19]([S:22]([CH3:25])(=[O:24])=[O:23])=[CH:18][CH:17]=2)[C:33]2[CH2:34][C:35]([CH3:38])([CH3:37])[O:36][C:32]=2[C:31]=1[F:42])=[O:29], predict the reactants needed to synthesize it. The reactants are: COC(C1C=C(O[C:16]2[CH:21]=[CH:20][C:19]([S:22]([CH3:25])(=[O:24])=[O:23])=[CH:18][CH:17]=2)C=C2OC(C)CC=12)=O.[CH3:26][O:27][C:28]([C:30]1[CH:40]=[C:39]([OH:41])[C:33]2[CH2:34][C:35]([CH3:38])([CH3:37])[O:36][C:32]=2[C:31]=1[F:42])=[O:29].